From a dataset of Full USPTO retrosynthesis dataset with 1.9M reactions from patents (1976-2016). Predict the reactants needed to synthesize the given product. (1) Given the product [CH2:25]([O:27][CH2:20][C@H:19]([OH:18])[C:21]([O:23][CH3:24])=[O:22])[CH3:26], predict the reactants needed to synthesize it. The reactants are: FC(F)(F)S([O-])(=O)=O.[Mg+2].FC(F)(F)S([O-])(=O)=O.[O:18]1[CH2:20][C@H:19]1[C:21]([O:23][CH3:24])=[O:22].[CH2:25]([OH:27])[CH3:26]. (2) Given the product [S:16]1[CH:20]=[CH:19][N:18]=[C:17]1[N:21]1[CH2:22][CH2:23][N:24]([CH2:2][C:3]2[CH:8]=[CH:7][C:6]([C:9]3([NH:12][C:13](=[O:15])[CH3:14])[CH2:11][CH2:10]3)=[CH:5][CH:4]=2)[CH2:25][CH2:26]1, predict the reactants needed to synthesize it. The reactants are: Cl[CH2:2][C:3]1[CH:8]=[CH:7][C:6]([C:9]2([NH:12][C:13](=[O:15])[CH3:14])[CH2:11][CH2:10]2)=[CH:5][CH:4]=1.[S:16]1[CH:20]=[CH:19][N:18]=[C:17]1[N:21]1[CH2:26][CH2:25][NH:24][CH2:23][CH2:22]1. (3) The reactants are: [CH3:1][C:2]1[N:3]([C:7]2[CH:13]=[CH:12][C:10]([NH2:11])=[CH:9][CH:8]=2)[CH:4]=[CH:5][N:6]=1.[N:14]#[C:15][NH2:16].Cl. Given the product [CH3:1][C:2]1[N:3]([C:7]2[CH:13]=[CH:12][C:10]([NH:11][C:15]([NH2:16])=[NH:14])=[CH:9][CH:8]=2)[CH:4]=[CH:5][N:6]=1, predict the reactants needed to synthesize it. (4) Given the product [C:1]([O:5][C:6]([N:8]([CH3:42])[C:9]1[N:14]=[C:13]([CH2:15][CH2:16][CH2:17][O:18][C:19]2[CH:20]=[CH:21][C:22]([CH2:23][C@@H:24]([C:36]([O:38][CH3:39])=[O:37])[NH:25][C:26](=[O:35])[C:27]3[C:28]([Cl:34])=[CH:29][CH:30]=[CH:31][C:32]=3[Cl:33])=[CH:40][CH:41]=2)[CH:12]=[CH:11][CH:10]=1)=[O:7])([CH3:4])([CH3:3])[CH3:2], predict the reactants needed to synthesize it. The reactants are: [C:1]([O:5][C:6]([N:8]([CH3:42])[C:9]1[N:14]=[C:13](/[CH:15]=[CH:16]/[CH2:17][O:18][C:19]2[CH:41]=[CH:40][C:22]([CH2:23][C@@H:24]([C:36]([O:38][CH3:39])=[O:37])[NH:25][C:26](=[O:35])[C:27]3[C:32]([Cl:33])=[CH:31][CH:30]=[CH:29][C:28]=3[Cl:34])=[CH:21][CH:20]=2)[CH:12]=[CH:11][CH:10]=1)=[O:7])([CH3:4])([CH3:3])[CH3:2].[H][H]. (5) Given the product [F:1][C:2]1[C:3]2[O:13][C@@H:10]([CH2:12][OH:11])[CH2:9][O:8][C:4]=2[CH:5]=[CH:6][CH:7]=1, predict the reactants needed to synthesize it. The reactants are: [F:1][C:2]1[CH:7]=[CH:6][CH:5]=[C:4]([O:8][CH2:9][CH:10]2[CH2:12][O:11]2)[C:3]=1[OH:13].[OH-].[K+]. (6) Given the product [OH:23][C:22]1[C:21]2[C:16](=[CH:17][CH:18]=[CH:19][CH:20]=2)[C@@:15]([CH3:29])([CH2:24][CH2:25][CH:26]([CH3:28])[CH3:27])[C:14](=[O:30])[C:13]=1[C:8]1[NH:7][C:6]2[CH:31]=[CH:32][C:3]([NH:2][S:53]([C:48]3[CH:49]=[C:50]4[C:45](=[CH:46][CH:47]=3)[CH:44]=[C:43]([NH:42][C:39](=[O:41])[CH3:40])[CH:52]=[CH:51]4)(=[O:55])=[O:54])=[CH:4][C:5]=2[S:10](=[O:12])(=[O:11])[N:9]=1, predict the reactants needed to synthesize it. The reactants are: Cl.[NH2:2][C:3]1[CH:32]=[CH:31][C:6]2[NH:7][C:8]([C:13]3[C:14](=[O:30])[C@:15]([CH3:29])([CH2:24][CH2:25][CH:26]([CH3:28])[CH3:27])[C:16]4[C:21]([C:22]=3[OH:23])=[CH:20][CH:19]=[CH:18][CH:17]=4)=[N:9][S:10](=[O:12])(=[O:11])[C:5]=2[CH:4]=1.N1C=CC=CC=1.[C:39]([NH:42][C:43]1[CH:44]=[C:45]2[C:50](=[CH:51][CH:52]=1)[CH:49]=[C:48]([S:53](Cl)(=[O:55])=[O:54])[CH:47]=[CH:46]2)(=[O:41])[CH3:40]. (7) Given the product [CH3:7][C:4]1[N:3]([C:8]2[CH:13]=[CH:12][CH:11]=[C:10]([CH2:14][CH2:16][CH3:17])[N:9]=2)[C:2]([CH3:1])=[CH:6][CH:5]=1, predict the reactants needed to synthesize it. The reactants are: [CH3:1][C:2]1[N:3]([C:8]2[CH:13]=[CH:12][CH:11]=[C:10]([CH3:14])[N:9]=2)[C:4]([CH3:7])=[CH:5][CH:6]=1.[Li+].[CH3:16][CH:17]([N-]C(C)C)C.C(I)C. (8) Given the product [Cl:1][C:2]1[CH:3]=[C:4](/[CH:5]=[C:16](/[C:12]2[CH:11]=[N:10][CH:15]=[CH:14][CH:13]=2)\[C:17]#[N:18])[CH:7]=[CH:8][CH:9]=1, predict the reactants needed to synthesize it. The reactants are: [Cl:1][C:2]1[CH:3]=[C:4]([CH:7]=[CH:8][CH:9]=1)[CH:5]=O.[N:10]1[CH:15]=[CH:14][CH:13]=[C:12]([CH2:16][C:17]#[N:18])[CH:11]=1.[OH-].[Na+]. (9) Given the product [ClH:1].[ClH:1].[CH2:2]([N:9]1[CH2:12][C:11]2([CH2:16][CH2:15][CH2:14][NH:13]2)[CH2:10]1)[C:3]1[CH:4]=[CH:5][CH:6]=[CH:7][CH:8]=1, predict the reactants needed to synthesize it. The reactants are: [ClH:1].[CH2:2]([N:9]1[CH2:12][C:11]2([CH2:16][CH2:15][CH2:14][N:13]2C(OC(C)(C)C)=O)[CH2:10]1)[C:3]1[CH:8]=[CH:7][CH:6]=[CH:5][CH:4]=1. (10) Given the product [Br:1][C:2]1[N:10]([CH2:19][CH3:20])[C:9]2[C:8](=[O:11])[N:7]([CH2:12][CH2:13][CH2:14][OH:15])[C:6](=[O:16])[N:5]([CH3:17])[C:4]=2[N:3]=1, predict the reactants needed to synthesize it. The reactants are: [Br:1][C:2]1[NH:10][C:9]2[C:8](=[O:11])[N:7]([CH2:12][CH2:13][CH2:14][OH:15])[C:6](=[O:16])[N:5]([CH3:17])[C:4]=2[N:3]=1.I[CH2:19][CH3:20].C(=O)([O-])[O-].[K+].[K+].